The task is: Binary Classification. Given a T-cell receptor sequence (or CDR3 region) and an epitope sequence, predict whether binding occurs between them.. This data is from TCR-epitope binding with 47,182 pairs between 192 epitopes and 23,139 TCRs. (1) The TCR CDR3 sequence is CSVFEGNGNTIYF. Result: 1 (the TCR binds to the epitope). The epitope is KLNVGDYFV. (2) The epitope is ELAGIGILTV. The TCR CDR3 sequence is CASSRWDRDYEQYF. Result: 1 (the TCR binds to the epitope). (3) The epitope is KTWGQYWQV. The TCR CDR3 sequence is CASSQDHGGLGEKLFF. Result: 0 (the TCR does not bind to the epitope). (4) The epitope is SFHSLHLLF. The TCR CDR3 sequence is CASSDPGDSLNGYTF. Result: 1 (the TCR binds to the epitope).